This data is from Retrosynthesis with 50K atom-mapped reactions and 10 reaction types from USPTO. The task is: Predict the reactants needed to synthesize the given product. (1) The reactants are: CCC(O)(c1cn(Cc2ccc3c(-c4ccc(F)cc4)cc(Cl)nc3c2)nn1)C(F)(F)F.NCc1ccccc1. Given the product CC[C@](O)(c1cn(Cc2ccc3c(-c4ccc(F)cc4)cc(NCc4ccccc4)nc3c2)nn1)C(F)(F)F, predict the reactants needed to synthesize it. (2) Given the product C[C@]12CC[C@@H]3c4ccc(C(N)=O)cc4CC[C@H]3[C@@H]1C[C@H](Cc1cccc(C(N)=O)c1)[C@@H]2O, predict the reactants needed to synthesize it. The reactants are: C[C@]12CC[C@@H]3c4ccc(C(N)=O)cc4CC[C@H]3[C@@H]1C/C(=C\c1cccc(C(N)=O)c1)[C@@H]2O. (3) Given the product CCCOc1ccc(/C=C/C(=O)O)cc1-c1nc2c(CCC)nn(C)c2c(=O)[nH]1, predict the reactants needed to synthesize it. The reactants are: CCCOc1ccc(/C=C/C(=O)OC(C)(C)C)cc1-c1nc2c(CCC)nn(C)c2c(=O)[nH]1. (4) Given the product COc1cccc(CC2=C[C@H](O)CC2=O)c1, predict the reactants needed to synthesize it. The reactants are: COc1cccc(CC2=C[C@H](OC(C)=O)CC2=O)c1. (5) Given the product C[C@H]1COc2c(F)c(F)c(N)c3c(=O)c(C#N)cn1c23, predict the reactants needed to synthesize it. The reactants are: C[C@H]1COc2c(F)c(F)c(N)c3c(=O)c(C(N)=O)cn1c23. (6) Given the product C=CCOc1ccc(C(=O)Oc2ccc(OCCCCBr)cc2)cc1, predict the reactants needed to synthesize it. The reactants are: BrCCCCBr.C=CCOc1ccc(C(=O)Oc2ccc(O)cc2)cc1. (7) Given the product COc1cc(-c2ncnc3c(C(=O)N[C@H]4CC[C@H](NC(C)=O)CC4)c(C)[nH]c23)c(OCC2CC2)cc1F, predict the reactants needed to synthesize it. The reactants are: CC(=O)Cl.COc1cc(-c2ncnc3c(C(=O)N[C@H]4CC[C@H](N)CC4)c(C)[nH]c23)c(OCC2CC2)cc1F.